This data is from Forward reaction prediction with 1.9M reactions from USPTO patents (1976-2016). The task is: Predict the product of the given reaction. (1) The product is: [F:13][C:10]([F:11])([F:12])[S:7]([O:6][CH2:18][C:17]([F:21])([F:20])[F:16])(=[O:8])=[O:9]. Given the reactants FC(F)(F)S([O:6][S:7]([C:10]([F:13])([F:12])[F:11])(=[O:9])=[O:8])(=O)=O.[F:16][C:17]([F:21])([F:20])[CH2:18]O.C(N(CC)CC)C, predict the reaction product. (2) The product is: [Cl:1][C:2]1[CH:7]=[CH:6][C:5]([N:8]2[CH2:9][CH2:10][C:11](=[CH:14][CH2:15][OH:16])[CH2:12][CH2:13]2)=[CH:4][C:3]=1[O:19][CH3:20]. Given the reactants [Cl:1][C:2]1[CH:7]=[CH:6][C:5]([N:8]2[CH2:13][CH2:12][C:11](=[CH:14][C:15](OC)=[O:16])[CH2:10][CH2:9]2)=[CH:4][C:3]=1[O:19][CH3:20].CC(C[AlH]CC(C)C)C, predict the reaction product.